This data is from Reaction yield outcomes from USPTO patents with 853,638 reactions. The task is: Predict the reaction yield, written as a fraction of the theoretical maximum amount of product (1.0 means a 100% yield; for example, 0.34 means a 34% yield). The reactants are Br[C:2]1[CH:3]=[C:4]([CH3:11])[C:5](=[O:10])[N:6]([CH2:8][CH3:9])[CH:7]=1.[Cl-].[Li+].C([Mg]Cl)(C)C.[Br:19][C:20]1[CH:25]=[C:24]([C:26]([C:34]2[CH:39]=[CH:38][CH:37]=[C:36]([F:40])[C:35]=2[C:41]#[N:42])=[N:27]S(C(C)(C)C)=O)[CH:23]=[CH:22][N:21]=1.Cl.CO.C([O-])(O)=O.[Na+]. The catalyst is C1COCC1. The product is [NH2:42][C:41]1[C:35]2[C:34](=[CH:39][CH:38]=[CH:37][C:36]=2[F:40])[C:26]([C:2]2[CH:3]=[C:4]([CH3:11])[C:5](=[O:10])[N:6]([CH2:8][CH3:9])[CH:7]=2)([C:24]2[CH:23]=[CH:22][N:21]=[C:20]([Br:19])[CH:25]=2)[N:27]=1. The yield is 0.830.